Dataset: Merck oncology drug combination screen with 23,052 pairs across 39 cell lines. Task: Regression. Given two drug SMILES strings and cell line genomic features, predict the synergy score measuring deviation from expected non-interaction effect. (1) Drug 1: CN1C(=O)C=CC2(C)C3CCC4(C)C(NC(=O)OCC(F)(F)F)CCC4C3CCC12. Drug 2: O=C(O)C1(Cc2cccc(Nc3nccs3)n2)CCC(Oc2cccc(Cl)c2F)CC1. Cell line: SKMES1. Synergy scores: synergy=-8.29. (2) Drug 1: CS(=O)(=O)CCNCc1ccc(-c2ccc3ncnc(Nc4ccc(OCc5cccc(F)c5)c(Cl)c4)c3c2)o1. Drug 2: CC1(c2nc3c(C(N)=O)cccc3[nH]2)CCCN1. Cell line: RKO. Synergy scores: synergy=-4.09. (3) Drug 1: COC1CC2CCC(C)C(O)(O2)C(=O)C(=O)N2CCCCC2C(=O)OC(C(C)CC2CCC(OP(C)(C)=O)C(OC)C2)CC(=O)C(C)C=C(C)C(O)C(OC)C(=O)C(C)CC(C)C=CC=CC=C1C. Cell line: VCAP. Synergy scores: synergy=10.3. Drug 2: NC1CCCCC1N.O=C(O)C(=O)O.[Pt+2]. (4) Drug 1: COc1cc(C2c3cc4c(cc3C(OC3OC5COC(C)OC5C(O)C3O)C3COC(=O)C23)OCO4)cc(OC)c1O. Drug 2: Cc1nc(Nc2ncc(C(=O)Nc3c(C)cccc3Cl)s2)cc(N2CCN(CCO)CC2)n1. Cell line: CAOV3. Synergy scores: synergy=58.8.